Task: Predict the reaction yield, written as a fraction of the theoretical maximum amount of product (1.0 means a 100% yield; for example, 0.34 means a 34% yield).. Dataset: Reaction yield outcomes from USPTO patents with 853,638 reactions (1) The reactants are Cl[C:2]1[N:7]=[C:6]([S:8][C:9]2[CH:10]=[C:11]([NH:15][C:16](=[O:20])/[CH:17]=[CH:18]/[CH3:19])[CH:12]=[CH:13][CH:14]=2)[CH:5]=[CH:4][N:3]=1.[O:21]1[CH2:26][CH2:25][N:24]([C:27]2[CH:33]=[CH:32][C:30]([NH2:31])=[CH:29][CH:28]=2)[CH2:23][CH2:22]1. No catalyst specified. The yield is 0.690. The product is [O:21]1[CH2:22][CH2:23][N:24]([C:27]2[CH:28]=[CH:29][C:30]([NH:31][C:2]3[N:7]=[C:6]([S:8][C:9]4[CH:10]=[C:11]([NH:15][C:16](=[O:20])/[CH:17]=[CH:18]/[CH3:19])[CH:12]=[CH:13][CH:14]=4)[CH:5]=[CH:4][N:3]=3)=[CH:32][CH:33]=2)[CH2:25][CH2:26]1. (2) The reactants are C([O:3][C:4](=[O:46])[CH2:5][CH2:6][CH2:7][O:8][C:9]1[CH:14]=[CH:13][CH:12]=[C:11]([CH2:15][CH2:16][CH2:17][CH2:18][CH2:19][CH2:20][O:21][C:22]2[CH:27]=[C:26]([C:28]3[CH:32]=[CH:31][S:30][CH:29]=3)[CH:25]=[C:24]([S:33]([CH2:36][CH2:37][CH3:38])(=[O:35])=[O:34])[CH:23]=2)[C:10]=1[CH2:39][CH2:40][C:41]([O:43]CC)=[O:42])C.[OH-].[Na+]. No catalyst specified. The product is [C:41]([CH2:40][CH2:39][C:10]1[C:11]([CH2:15][CH2:16][CH2:17][CH2:18][CH2:19][CH2:20][O:21][C:22]2[CH:27]=[C:26]([C:28]3[CH:32]=[CH:31][S:30][CH:29]=3)[CH:25]=[C:24]([S:33]([CH2:36][CH2:37][CH3:38])(=[O:34])=[O:35])[CH:23]=2)=[CH:12][CH:13]=[CH:14][C:9]=1[O:8][CH2:7][CH2:6][CH2:5][C:4]([OH:46])=[O:3])([OH:43])=[O:42]. The yield is 0.910. (3) The reactants are F[P-](F)(F)(F)(F)F.Br[P+](N1CCCC1)(N1CCCC1)N1CCCC1.[CH3:25][O:26][C:27]1[CH:28]=[CH:29][C:30]2[S:34][C:33]([C:35]([OH:37])=O)=[N:32][C:31]=2[C:38]=1[N+:39]([O-:41])=[O:40].C(N(C(C)C)CC)(C)C.[NH:51]1[CH2:56][CH2:55][O:54][CH2:53][CH2:52]1.CN(C1C=CC=CN=1)C. The catalyst is ClCCl.CCCCCCC.C(OCC)(=O)C. The product is [CH3:25][O:26][C:27]1[CH:28]=[CH:29][C:30]2[S:34][C:33]([C:35]([N:51]3[CH2:56][CH2:55][O:54][CH2:53][CH2:52]3)=[O:37])=[N:32][C:31]=2[C:38]=1[N+:39]([O-:41])=[O:40]. The yield is 0.330. (4) The product is [N:20]12[CH2:27][CH2:26][CH:23]([CH2:24][CH2:25]1)[C@@H:22]([O:12][C:11](=[O:13])[CH:10]([NH:9][C:8]1[CH:7]=[CH:6][S:5][C:4]=1[C:1](=[O:3])[CH3:2])[C:14]1[CH:19]=[CH:18][CH:17]=[CH:16][CH:15]=1)[CH2:21]2. The yield is 0.180. The catalyst is C1COCC1. The reactants are [C:1]([C:4]1[S:5][CH:6]=[CH:7][C:8]=1[NH:9][CH:10]([C:14]1[CH:19]=[CH:18][CH:17]=[CH:16][CH:15]=1)[C:11]([OH:13])=[O:12])(=[O:3])[CH3:2].[N:20]12[CH2:27][CH2:26][CH:23]([CH2:24][CH2:25]1)[C@@H:22](O)[CH2:21]2.C1C=CC2N(O)N=NC=2C=1.C1CCC(N=C=NC2CCCCC2)CC1. (5) The reactants are Br[C:2]1[CH:7]=[C:6]([C:8]([F:11])([F:10])[F:9])[CH:5]=[CH:4][C:3]=1[N:12]1[CH2:17][CH2:16][O:15][C:14]2[CH:18]=[C:19]([S:22]([N:25]([CH2:31][C:32]3[CH:37]=[CH:36][C:35]([O:38][CH3:39])=[CH:34][CH:33]=3)[C:26]3[S:27][CH:28]=[CH:29][N:30]=3)(=[O:24])=[O:23])[CH:20]=[CH:21][C:13]1=2.[CH2:40]([Sn](CCCC)(CCCC)CCCC)[CH:41]=[CH2:42]. The catalyst is CN(C=O)C.C1C=CC([P]([Pd]([P](C2C=CC=CC=2)(C2C=CC=CC=2)C2C=CC=CC=2)([P](C2C=CC=CC=2)(C2C=CC=CC=2)C2C=CC=CC=2)[P](C2C=CC=CC=2)(C2C=CC=CC=2)C2C=CC=CC=2)(C2C=CC=CC=2)C2C=CC=CC=2)=CC=1. The product is [CH2:42]([C:2]1[CH:7]=[C:6]([C:8]([F:11])([F:10])[F:9])[CH:5]=[CH:4][C:3]=1[N:12]1[CH2:17][CH2:16][O:15][C:14]2[CH:18]=[C:19]([S:22]([N:25]([CH2:31][C:32]3[CH:37]=[CH:36][C:35]([O:38][CH3:39])=[CH:34][CH:33]=3)[C:26]3[S:27][CH:28]=[CH:29][N:30]=3)(=[O:24])=[O:23])[CH:20]=[CH:21][C:13]1=2)[CH:41]=[CH2:40]. The yield is 0.960.